From a dataset of NCI-60 drug combinations with 297,098 pairs across 59 cell lines. Regression. Given two drug SMILES strings and cell line genomic features, predict the synergy score measuring deviation from expected non-interaction effect. Drug 1: C1=NC2=C(N1)C(=S)N=CN2. Drug 2: C1CN(P(=O)(OC1)NCCCl)CCCl. Cell line: MDA-MB-231. Synergy scores: CSS=40.1, Synergy_ZIP=1.73, Synergy_Bliss=3.22, Synergy_Loewe=-47.6, Synergy_HSA=4.03.